This data is from Forward reaction prediction with 1.9M reactions from USPTO patents (1976-2016). The task is: Predict the product of the given reaction. (1) Given the reactants [CH3:1][CH:2]([CH3:27])[C@H:3]([N:8]1[CH2:16][C:15]2[C:10](=[CH:11][C:12]([C:17]3[CH:22]=[CH:21][C:20]([N+:23]([O-])=O)=[CH:19][CH:18]=3)=[CH:13][CH:14]=2)[C:9]1=[O:26])[C:4]([O:6][CH3:7])=[O:5].[Cl-].[NH4+].C1COCC1.O, predict the reaction product. The product is: [NH2:23][C:20]1[CH:19]=[CH:18][C:17]([C:12]2[CH:11]=[C:10]3[C:15]([CH2:16][N:8]([C@@H:3]([CH:2]([CH3:27])[CH3:1])[C:4]([O:6][CH3:7])=[O:5])[C:9]3=[O:26])=[CH:14][CH:13]=2)=[CH:22][CH:21]=1. (2) Given the reactants [CH2:1]([O:8][CH2:9][CH2:10][CH2:11][CH2:12][OH:13])[C:2]1[CH:7]=[CH:6][CH:5]=[CH:4][CH:3]=1.[F:14][C:15]([F:24])([F:23])[C:16]1[N:21]=[CH:20][N:19]=[C:18](O)[CH:17]=1.C1(P(C2C=CC=CC=2)C2C=CC=CC=2)C=CC=CC=1.N(C(OC(C)C)=O)=NC(OC(C)C)=O, predict the reaction product. The product is: [CH2:1]([O:8][CH2:9][CH2:10][CH2:11][CH2:12][O:13][C:18]1[CH:17]=[C:16]([C:15]([F:24])([F:23])[F:14])[N:21]=[CH:20][N:19]=1)[C:2]1[CH:7]=[CH:6][CH:5]=[CH:4][CH:3]=1. (3) Given the reactants [CH3:1][N:2]([S:9]([C:12]1[CH:17]=[CH:16][C:15]([F:18])=[CH:14][CH:13]=1)(=[O:11])=[O:10])[C:3]1([C:6]([OH:8])=O)[CH2:5][CH2:4]1.CCOC(OC(OCC)=O)=O.[F:30][C:31]([F:48])([F:47])[O:32][C:33]1[CH:38]=[CH:37][C:36]([C:39]2[CH:40]=[C:41]([CH2:45][NH2:46])[CH:42]=[CH:43][CH:44]=2)=[CH:35][CH:34]=1, predict the reaction product. The product is: [F:18][C:15]1[CH:16]=[CH:17][C:12]([S:9]([N:2]([CH3:1])[C:3]2([C:6]([NH:46][CH2:45][C:41]3[CH:42]=[CH:43][CH:44]=[C:39]([C:36]4[CH:37]=[CH:38][C:33]([O:32][C:31]([F:30])([F:47])[F:48])=[CH:34][CH:35]=4)[CH:40]=3)=[O:8])[CH2:4][CH2:5]2)(=[O:11])=[O:10])=[CH:13][CH:14]=1. (4) Given the reactants C(NC(C)C)(C)C.C([Li])CCC.[C:13]([NH:21][CH2:22][C:23]([O:25][CH2:26][CH3:27])=[O:24])(=[O:20])[C:14]1[CH:19]=[CH:18][CH:17]=[CH:16][CH:15]=1.[Cl:28][C:29]1[CH:36]=[CH:35][CH:34]=[C:33]([Cl:37])[C:30]=1[CH2:31]Br, predict the reaction product. The product is: [C:13]([NH:21][CH:22]([CH2:31][C:30]1[C:29]([Cl:28])=[CH:36][CH:35]=[CH:34][C:33]=1[Cl:37])[C:23]([O:25][CH2:26][CH3:27])=[O:24])(=[O:20])[C:14]1[CH:19]=[CH:18][CH:17]=[CH:16][CH:15]=1. (5) Given the reactants C([O:3][C:4]([C:6]1([CH2:28][C:29]2[CH:34]=[CH:33][C:32]([F:35])=[CH:31][CH:30]=2)[CH2:11][CH2:10][N:9]([CH2:12][CH:13]2[O:17][N:16]=[C:15]([C:18]3[CH:27]=[CH:26][C:21]4[NH:22][C:23](=[O:25])[O:24][C:20]=4[CH:19]=3)[CH2:14]2)[CH2:8][CH2:7]1)=[O:5])C.[OH-].[Na+], predict the reaction product. The product is: [F:35][C:32]1[CH:33]=[CH:34][C:29]([CH2:28][C:6]2([C:4]([OH:5])=[O:3])[CH2:7][CH2:8][N:9]([CH2:12][CH:13]3[O:17][N:16]=[C:15]([C:18]4[CH:27]=[CH:26][C:21]5[NH:22][C:23](=[O:25])[O:24][C:20]=5[CH:19]=4)[CH2:14]3)[CH2:10][CH2:11]2)=[CH:30][CH:31]=1. (6) Given the reactants Br[C:2]1[N:3]=[C:4]([CH2:7][O:8][Si:9]([C:12]([CH3:15])([CH3:14])[CH3:13])([CH3:11])[CH3:10])[S:5][CH:6]=1.[Li]CCCC.[F:21][C:22]([F:42])([F:41])[C:23]([C:25]1[CH:26]=[C:27]2[C:31](=[CH:32][CH:33]=1)[N:30]([C:34]1[CH:39]=[CH:38][C:37]([F:40])=[CH:36][CH:35]=1)[N:29]=[CH:28]2)=[O:24], predict the reaction product. The product is: [Si:9]([O:8][CH2:7][C:4]1[S:5][CH:6]=[C:2]([C:23]([C:25]2[CH:26]=[C:27]3[C:31](=[CH:32][CH:33]=2)[N:30]([C:34]2[CH:39]=[CH:38][C:37]([F:40])=[CH:36][CH:35]=2)[N:29]=[CH:28]3)([OH:24])[C:22]([F:41])([F:21])[F:42])[N:3]=1)([C:12]([CH3:15])([CH3:14])[CH3:13])([CH3:11])[CH3:10]. (7) Given the reactants C(O)(C(F)(F)F)=O.O[C:9]([C:12]1[CH:13]=[CH:14][C:15]2[C:19]([CH3:21])([CH3:20])[O:18][B:17]([OH:22])[C:16]=2[CH:23]=1)([CH3:11])[CH3:10].[N-:24]=[N+:25]=[N-:26].[Na+], predict the reaction product. The product is: [N:24]([C:9]([C:12]1[CH:13]=[CH:14][C:15]2[C:19]([CH3:21])([CH3:20])[O:18][B:17]([OH:22])[C:16]=2[CH:23]=1)([CH3:11])[CH3:10])=[N+:25]=[N-:26]. (8) Given the reactants [CH3:1][O:2][C:3](=[O:22])[CH:4](P(OC)(OC)=O)[NH:5][C:6]([O:8][CH2:9][C:10]1[CH:15]=[CH:14][CH:13]=[CH:12][CH:11]=1)=[O:7].C1CCN2C(=NCCC2)CC1.[CH3:34][C:35]([CH3:40])([CH3:39])[CH2:36][CH:37]=O, predict the reaction product. The product is: [CH3:34][C:35]([CH3:40])([CH3:39])[CH2:36]/[CH:37]=[C:4](/[NH:5][C:6]([O:8][CH2:9][C:10]1[CH:11]=[CH:12][CH:13]=[CH:14][CH:15]=1)=[O:7])\[C:3]([O:2][CH3:1])=[O:22]. (9) Given the reactants [CH2:1]([N:4]([CH2:17][CH2:18][CH3:19])[CH2:5][CH2:6][C:7]1[CH:12]=[CH:11][CH:10]=[CH:9][C:8]=1[CH2:13][C:14]([OH:16])=[O:15])[CH2:2][CH3:3].S(Cl)(Cl)=O.[CH3:24]O, predict the reaction product. The product is: [CH2:17]([N:4]([CH2:1][CH2:2][CH3:3])[CH2:5][CH2:6][C:7]1[CH:12]=[CH:11][CH:10]=[CH:9][C:8]=1[CH2:13][C:14]([O:16][CH3:24])=[O:15])[CH2:18][CH3:19]. (10) Given the reactants [C:1]([C:3]1[CH:11]=[CH:10][C:6]([C:7]([OH:9])=O)=[CH:5][N:4]=1)#[N:2].[CH2:12]([O:14][C:15]1[CH:21]=[CH:20][C:18]([NH2:19])=[C:17]([N+:22]([O-:24])=[O:23])[CH:16]=1)[CH3:13], predict the reaction product. The product is: [C:1]([C:3]1[N:4]=[CH:5][C:6]([C:7]([NH:19][C:18]2[CH:20]=[CH:21][C:15]([O:14][CH2:12][CH3:13])=[CH:16][C:17]=2[N+:22]([O-:24])=[O:23])=[O:9])=[CH:10][CH:11]=1)#[N:2].